This data is from NCI-60 drug combinations with 297,098 pairs across 59 cell lines. The task is: Regression. Given two drug SMILES strings and cell line genomic features, predict the synergy score measuring deviation from expected non-interaction effect. (1) Drug 1: C1CCC(C1)C(CC#N)N2C=C(C=N2)C3=C4C=CNC4=NC=N3. Drug 2: CC(C)CN1C=NC2=C1C3=CC=CC=C3N=C2N. Cell line: UO-31. Synergy scores: CSS=15.3, Synergy_ZIP=-4.35, Synergy_Bliss=-0.665, Synergy_Loewe=-0.836, Synergy_HSA=-0.448. (2) Synergy scores: CSS=-3.81, Synergy_ZIP=2.73, Synergy_Bliss=3.37, Synergy_Loewe=-4.07, Synergy_HSA=-2.53. Drug 1: CC1CCC2CC(C(=CC=CC=CC(CC(C(=O)C(C(C(=CC(C(=O)CC(OC(=O)C3CCCCN3C(=O)C(=O)C1(O2)O)C(C)CC4CCC(C(C4)OC)O)C)C)O)OC)C)C)C)OC. Cell line: HCT116. Drug 2: CCC1(CC2CC(C3=C(CCN(C2)C1)C4=CC=CC=C4N3)(C5=C(C=C6C(=C5)C78CCN9C7C(C=CC9)(C(C(C8N6C)(C(=O)OC)O)OC(=O)C)CC)OC)C(=O)OC)O.OS(=O)(=O)O. (3) Drug 2: CC1=C(C(=O)C2=C(C1=O)N3CC4C(C3(C2COC(=O)N)OC)N4)N. Cell line: SNB-75. Drug 1: C1=C(C(=O)NC(=O)N1)F. Synergy scores: CSS=48.2, Synergy_ZIP=-4.17, Synergy_Bliss=1.25, Synergy_Loewe=3.68, Synergy_HSA=5.44. (4) Drug 1: C1=CC(=CC=C1CCCC(=O)O)N(CCCl)CCCl. Drug 2: CC1C(C(CC(O1)OC2CC(CC3=C2C(=C4C(=C3O)C(=O)C5=C(C4=O)C(=CC=C5)OC)O)(C(=O)CO)O)N)O.Cl. Cell line: 786-0. Synergy scores: CSS=49.9, Synergy_ZIP=-0.819, Synergy_Bliss=0.0324, Synergy_Loewe=2.38, Synergy_HSA=3.03. (5) Drug 1: CN(C)N=NC1=C(NC=N1)C(=O)N. Drug 2: C1CN(CCN1C(=O)CCBr)C(=O)CCBr. Cell line: 786-0. Synergy scores: CSS=-0.294, Synergy_ZIP=-4.11, Synergy_Bliss=-8.14, Synergy_Loewe=-9.10, Synergy_HSA=-9.10. (6) Drug 1: CCC1(CC2CC(C3=C(CCN(C2)C1)C4=CC=CC=C4N3)(C5=C(C=C6C(=C5)C78CCN9C7C(C=CC9)(C(C(C8N6C)(C(=O)OC)O)OC(=O)C)CC)OC)C(=O)OC)O.OS(=O)(=O)O. Drug 2: C1=CC=C(C=C1)NC(=O)CCCCCCC(=O)NO. Cell line: SF-295. Synergy scores: CSS=7.76, Synergy_ZIP=0.684, Synergy_Bliss=4.40, Synergy_Loewe=-3.42, Synergy_HSA=-2.73. (7) Cell line: A498. Drug 2: CCC1(C2=C(COC1=O)C(=O)N3CC4=CC5=C(C=CC(=C5CN(C)C)O)N=C4C3=C2)O.Cl. Drug 1: CCCS(=O)(=O)NC1=C(C(=C(C=C1)F)C(=O)C2=CNC3=C2C=C(C=N3)C4=CC=C(C=C4)Cl)F. Synergy scores: CSS=20.2, Synergy_ZIP=-2.76, Synergy_Bliss=4.54, Synergy_Loewe=-7.53, Synergy_HSA=4.18. (8) Drug 1: CC1=C(C(CCC1)(C)C)C=CC(=CC=CC(=CC(=O)O)C)C. Drug 2: C1CN(CCN1C(=O)CCBr)C(=O)CCBr. Cell line: HOP-92. Synergy scores: CSS=14.6, Synergy_ZIP=-1.58, Synergy_Bliss=5.08, Synergy_Loewe=5.35, Synergy_HSA=5.68. (9) Drug 1: C1C(C(OC1N2C=NC3=C2NC=NCC3O)CO)O. Drug 2: CC12CCC3C(C1CCC2OP(=O)(O)O)CCC4=C3C=CC(=C4)OC(=O)N(CCCl)CCCl.[Na+]. Cell line: NCI-H322M. Synergy scores: CSS=5.22, Synergy_ZIP=0.762, Synergy_Bliss=4.73, Synergy_Loewe=1.16, Synergy_HSA=1.52.